From a dataset of NCI-60 drug combinations with 297,098 pairs across 59 cell lines. Regression. Given two drug SMILES strings and cell line genomic features, predict the synergy score measuring deviation from expected non-interaction effect. (1) Drug 1: CC1C(C(CC(O1)OC2CC(CC3=C2C(=C4C(=C3O)C(=O)C5=C(C4=O)C(=CC=C5)OC)O)(C(=O)C)O)N)O.Cl. Drug 2: C1=C(C(=O)NC(=O)N1)F. Cell line: M14. Synergy scores: CSS=31.7, Synergy_ZIP=-9.23, Synergy_Bliss=-8.36, Synergy_Loewe=-4.82, Synergy_HSA=-4.66. (2) Drug 1: C1=C(C(=O)NC(=O)N1)N(CCCl)CCCl. Drug 2: C1=NC(=NC(=O)N1C2C(C(C(O2)CO)O)O)N. Cell line: MOLT-4. Synergy scores: CSS=37.1, Synergy_ZIP=-5.66, Synergy_Bliss=-11.0, Synergy_Loewe=-11.9, Synergy_HSA=-9.88. (3) Cell line: SNB-19. Synergy scores: CSS=6.49, Synergy_ZIP=-1.69, Synergy_Bliss=-0.0348, Synergy_Loewe=-8.21, Synergy_HSA=-1.42. Drug 1: C1=CC(=CC=C1C#N)C(C2=CC=C(C=C2)C#N)N3C=NC=N3. Drug 2: C1C(C(OC1N2C=NC(=NC2=O)N)CO)O. (4) Synergy scores: CSS=-2.98, Synergy_ZIP=2.09, Synergy_Bliss=0.0274, Synergy_Loewe=-2.51, Synergy_HSA=-3.22. Drug 2: CCCCCOC(=O)NC1=NC(=O)N(C=C1F)C2C(C(C(O2)C)O)O. Cell line: HCT-15. Drug 1: CC1=C(C(CCC1)(C)C)C=CC(=CC=CC(=CC(=O)O)C)C. (5) Drug 1: CCC1=C2CN3C(=CC4=C(C3=O)COC(=O)C4(CC)O)C2=NC5=C1C=C(C=C5)O. Drug 2: CCCCC(=O)OCC(=O)C1(CC(C2=C(C1)C(=C3C(=C2O)C(=O)C4=C(C3=O)C=CC=C4OC)O)OC5CC(C(C(O5)C)O)NC(=O)C(F)(F)F)O. Cell line: HCC-2998. Synergy scores: CSS=64.8, Synergy_ZIP=-8.13, Synergy_Bliss=-8.27, Synergy_Loewe=-1.27, Synergy_HSA=-0.567. (6) Drug 1: CN(CC1=CN=C2C(=N1)C(=NC(=N2)N)N)C3=CC=C(C=C3)C(=O)NC(CCC(=O)O)C(=O)O. Drug 2: CC1=C(C(CCC1)(C)C)C=CC(=CC=CC(=CC(=O)O)C)C. Cell line: HOP-62. Synergy scores: CSS=42.2, Synergy_ZIP=3.59, Synergy_Bliss=8.49, Synergy_Loewe=10.8, Synergy_HSA=12.3. (7) Drug 1: CC1=C(C=C(C=C1)NC(=O)C2=CC=C(C=C2)CN3CCN(CC3)C)NC4=NC=CC(=N4)C5=CN=CC=C5. Drug 2: N.N.Cl[Pt+2]Cl. Cell line: HOP-92. Synergy scores: CSS=55.4, Synergy_ZIP=-2.09, Synergy_Bliss=-1.72, Synergy_Loewe=-6.60, Synergy_HSA=0.421. (8) Synergy scores: CSS=7.64, Synergy_ZIP=-0.472, Synergy_Bliss=3.06, Synergy_Loewe=-1.05, Synergy_HSA=1.49. Drug 1: COC1=CC(=CC(=C1O)OC)C2C3C(COC3=O)C(C4=CC5=C(C=C24)OCO5)OC6C(C(C7C(O6)COC(O7)C8=CC=CS8)O)O. Drug 2: C1CNP(=O)(OC1)N(CCCl)CCCl. Cell line: OVCAR-4. (9) Drug 1: C1CCC(C1)C(CC#N)N2C=C(C=N2)C3=C4C=CNC4=NC=N3. Drug 2: B(C(CC(C)C)NC(=O)C(CC1=CC=CC=C1)NC(=O)C2=NC=CN=C2)(O)O. Cell line: UACC-257. Synergy scores: CSS=-5.86, Synergy_ZIP=1.60, Synergy_Bliss=-3.07, Synergy_Loewe=-5.24, Synergy_HSA=-5.93.